From a dataset of Full USPTO retrosynthesis dataset with 1.9M reactions from patents (1976-2016). Predict the reactants needed to synthesize the given product. (1) The reactants are: N[C:2]1[CH:3]=[N:4][C:5]2[C:10]([CH:11]=1)=[CH:9][CH:8]=[CH:7][CH:6]=2.N([O-])=O.[Na+].O(CC)C([S-])=[S:18].[K+]. Given the product [SH:18][C:2]1[CH:3]=[N:4][C:5]2[C:10]([CH:11]=1)=[CH:9][CH:8]=[CH:7][CH:6]=2, predict the reactants needed to synthesize it. (2) Given the product [C:1]([C:3]1[CH:4]=[C:5]([C:9]2[C@:10]3([CH2:26][CH2:25][C@H:24]4[C@@H:15]([CH2:16][CH2:17][C:18]5[CH:19]=[C:20]([C:27]([NH2:32])=[O:29])[CH:21]=[CH:22][C:23]=54)[C@@H:12]3[CH2:13][CH:14]=2)[CH3:11])[CH:6]=[N:7][CH:8]=1)#[N:2], predict the reactants needed to synthesize it. The reactants are: [C:1]([C:3]1[CH:4]=[C:5]([C:9]2[C@:10]3([CH2:26][CH2:25][C@H:24]4[C@@H:15]([CH2:16][CH2:17][C:18]5[CH:19]=[C:20]([C:27]([OH:29])=O)[CH:21]=[CH:22][C:23]=54)[C@@H:12]3[CH2:13][CH:14]=2)[CH3:11])[CH:6]=[N:7][CH:8]=1)#[N:2].C(N1C=CN=C1)([N:32]1C=CN=C1)=O.Cl.N1C=CN=C1.N.Cl.